This data is from Forward reaction prediction with 1.9M reactions from USPTO patents (1976-2016). The task is: Predict the product of the given reaction. Given the reactants [C:1]([OH:13])(=[O:12])[CH2:2][C:3]([CH2:8][C:9]([OH:11])=[O:10])([C:5]([OH:7])=[O:6])[OH:4].[S:14]1[CH:18]=[CH:17][C:16]2[C:19]([N:23]3[CH2:28][CH2:27][N:26]([CH2:29][CH2:30][CH2:31][CH2:32][O:33][C:34]4[CH:43]=[C:42]5[C:37]([CH:38]=[CH:39][C:40](=[O:44])[NH:41]5)=[CH:36][CH:35]=4)[CH2:25][CH2:24]3)=[CH:20][CH:21]=[CH:22][C:15]1=2, predict the reaction product. The product is: [C:1]([OH:13])(=[O:12])[CH2:2][C:3]([CH2:8][C:9]([OH:11])=[O:10])([C:5]([OH:7])=[O:6])[OH:4].[S:14]1[CH:18]=[CH:17][C:16]2[C:19]([N:23]3[CH2:24][CH2:25][N:26]([CH2:29][CH2:30][CH2:31][CH2:32][O:33][C:34]4[CH:43]=[C:42]5[C:37]([CH:38]=[CH:39][C:40](=[O:44])[NH:41]5)=[CH:36][CH:35]=4)[CH2:27][CH2:28]3)=[CH:20][CH:21]=[CH:22][C:15]1=2.